Dataset: Catalyst prediction with 721,799 reactions and 888 catalyst types from USPTO. Task: Predict which catalyst facilitates the given reaction. (1) Reactant: [CH:1]([C:4]1[N:8]=[C:7]([N:9]2[CH2:14][CH2:13][CH:12]([N:15]3[CH2:19][CH2:18][C@H:17]([NH:20][C:21](=[O:27])[O:22][C:23]([CH3:26])([CH3:25])[CH3:24])[C:16]3=[O:28])[CH2:11][CH2:10]2)[S:6][N:5]=1)([CH3:3])[CH3:2].[H-].[Na+].I[CH3:32].O. Product: [CH:1]([C:4]1[N:8]=[C:7]([N:9]2[CH2:14][CH2:13][CH:12]([N:15]3[CH2:19][CH2:18][C@H:17]([N:20]([CH3:32])[C:21](=[O:27])[O:22][C:23]([CH3:26])([CH3:25])[CH3:24])[C:16]3=[O:28])[CH2:11][CH2:10]2)[S:6][N:5]=1)([CH3:3])[CH3:2]. The catalyst class is: 3. (2) Reactant: I[C:2]1[CH:3]=[CH:4][C:5]2[N:6]([CH:8]=[CH:9][N:10]=2)[CH:7]=1.C(N(CC)CC)C.CCCC[Sn](CCCC)CCCC.CCCC[Sn](CCCC)CCCC. Product: [N:10]1[CH:9]=[CH:8][N:6]2[CH:7]=[CH:2][CH:3]=[CH:4][C:5]=12. The catalyst class is: 12.